From a dataset of Forward reaction prediction with 1.9M reactions from USPTO patents (1976-2016). Predict the product of the given reaction. (1) Given the reactants [Br:1][C:2]1[CH:7]=[CH:6][C:5]([NH2:8])=[C:4](I)[CH:3]=1.[C:10]1(B2OC(C)(C)C(C)(C)O2)[CH2:15][CH2:14][CH2:13][CH2:12][CH:11]=1.C([O-])([O-])=O.[Na+].[Na+].CCOC(C)=O, predict the reaction product. The product is: [Br:1][C:2]1[CH:7]=[CH:6][C:5]([NH2:8])=[C:4]([C:10]2[CH2:15][CH2:14][CH2:13][CH2:12][CH:11]=2)[CH:3]=1. (2) Given the reactants [NH2:1][C@@H:2]([C:13]1[CH:18]=[CH:17][C:16]([C:19]([F:22])([F:21])[F:20])=[C:15]([F:23])[CH:14]=1)[CH2:3][N:4]([CH3:12])[C:5](=[O:11])[O:6][C:7]([CH3:10])([CH3:9])[CH3:8].C(Cl)Cl.C1N=CN([C:32](N2C=NC=C2)=[O:33])C=1.[N:39]1[C:44]2[CH2:45][NH:46][CH2:47][CH2:48][C:43]=2[CH:42]=[N:41][C:40]=1[NH:49][C@@H:50]([CH3:53])[CH2:51][OH:52], predict the reaction product. The product is: [F:23][C:15]1[CH:14]=[C:13]([C@H:2]([NH:1][C:32]([N:46]2[CH2:47][CH2:48][C:43]3[CH:42]=[N:41][C:40]([NH:49][C@@H:50]([CH3:53])[CH2:51][OH:52])=[N:39][C:44]=3[CH2:45]2)=[O:33])[CH2:3][N:4]([CH3:12])[C:5](=[O:11])[O:6][C:7]([CH3:8])([CH3:9])[CH3:10])[CH:18]=[CH:17][C:16]=1[C:19]([F:20])([F:21])[F:22]. (3) Given the reactants [F:1][C:2]1[CH:3]=[C:4]([CH:8]=[CH:9][C:10]=1[OH:11])[C:5]([OH:7])=[O:6].S(=O)(=O)(O)O.[CH3:17]O, predict the reaction product. The product is: [CH3:17][O:6][C:5](=[O:7])[C:4]1[CH:8]=[CH:9][C:10]([OH:11])=[C:2]([F:1])[CH:3]=1.